The task is: Predict the reactants needed to synthesize the given product.. This data is from Full USPTO retrosynthesis dataset with 1.9M reactions from patents (1976-2016). (1) Given the product [CH3:14][C:11]1[CH:12]=[CH:13][C:8]2[N:9]([C:5]([CH2:4][C:3](=[O:22])[CH2:38][C:34]3[S:33][CH:37]=[CH:36][CH:35]=3)=[C:6]([C:15]3[CH:20]=[CH:19][C:18]([CH3:21])=[CH:17][CH:16]=3)[N:7]=2)[CH:10]=1, predict the reactants needed to synthesize it. The reactants are: CO[C:3](=[O:22])[CH2:4][C:5]1[N:9]2[CH:10]=[C:11]([CH3:14])[CH:12]=[CH:13][C:8]2=[N:7][C:6]=1[C:15]1[CH:20]=[CH:19][C:18]([CH3:21])=[CH:17][CH:16]=1.C[Si](C)(C)[N-][Si](C)(C)C.[K+].[S:33]1[CH:37]=[CH:36][CH:35]=[C:34]1[CH2:38]C(Cl)=O.Cl.C([O-])([O-])=O.[K+].[K+]. (2) Given the product [C:6]([C@@H:4]([C@H:2]([C:1]([OH:10])=[O:9])[OH:3])[OH:5])([OH:8])=[O:7].[F:11][C:12]1[C:13]([CH2:34][NH:35][CH3:36])=[CH:14][N:15]([S:24]([C:27]2[CH:28]=[N:29][CH:30]=[C:31]([F:33])[CH:32]=2)(=[O:25])=[O:26])[C:16]=1[C:17]1[C:18]([F:23])=[N:19][CH:20]=[CH:21][CH:22]=1, predict the reactants needed to synthesize it. The reactants are: [C:1]([OH:10])(=[O:9])[C@@H:2]([C@H:4]([C:6]([OH:8])=[O:7])[OH:5])[OH:3].[F:11][C:12]1[C:13]([CH2:34][NH:35][CH3:36])=[CH:14][N:15]([S:24]([C:27]2[CH:28]=[N:29][CH:30]=[C:31]([F:33])[CH:32]=2)(=[O:26])=[O:25])[C:16]=1[C:17]1[C:18]([F:23])=[N:19][CH:20]=[CH:21][CH:22]=1. (3) Given the product [CH:1]1([CH2:7][CH2:8][CH2:9][C@@H:10]([C:15]2[O:19][N:18]=[C:17]([CH2:20][CH2:21][O:22][CH3:23])[N:16]=2)[CH2:11][C:12]([NH:37][OH:38])=[O:13])[CH2:6][CH2:5][CH2:4][CH2:3][CH2:2]1, predict the reactants needed to synthesize it. The reactants are: [CH:1]1([CH2:7][CH2:8][CH2:9][C@@H:10]([C:15]2[O:19][N:18]=[C:17]([CH2:20][CH2:21][O:22][CH3:23])[N:16]=2)[CH2:11][C:12](O)=[O:13])[CH2:6][CH2:5][CH2:4][CH2:3][CH2:2]1.C(N1C=CN=C1)(N1C=CN=C1)=O.Cl.[NH2:37][OH:38]. (4) Given the product [CH:32]1([C:35]([C:37]2[CH:50]=[CH:49][C:40]([NH:41][C:42](=[O:48])[O:43][C:44]([CH3:47])([CH3:46])[CH3:45])=[C:39]([CH3:51])[CH:38]=2)=[CH2:2])[CH2:34][CH2:33]1, predict the reactants needed to synthesize it. The reactants are: O1CCC[CH2:2]1.[Br-].C1(C([PH3+])(C2C=CC=CC=2)C2C=CC=CC=2)C=CC=CC=1.C([Li])CCC.[CH:32]1([C:35]([C:37]2[CH:50]=[CH:49][C:40]([NH:41][C:42](=[O:48])[O:43][C:44]([CH3:47])([CH3:46])[CH3:45])=[C:39]([CH3:51])[CH:38]=2)=O)[CH2:34][CH2:33]1.